From a dataset of Full USPTO retrosynthesis dataset with 1.9M reactions from patents (1976-2016). Predict the reactants needed to synthesize the given product. (1) Given the product [OH:40]/[N:39]=[C:9](/[C:4]1[CH:5]=[CH:6][C:7](=[O:8])[N:2]([CH3:1])[CH:3]=1)\[CH2:10][CH:11]([C:19]1[CH:20]=[CH:21][C:22]([C:23]([N:25]2[CH2:30][CH2:29][CH:28]([CH2:31][C:32]([OH:34])=[O:33])[CH2:27][CH2:26]2)=[O:24])=[CH:35][CH:36]=1)[C:12]1[CH:17]=[CH:16][CH:15]=[CH:14][C:13]=1[CH3:18], predict the reactants needed to synthesize it. The reactants are: [CH3:1][N:2]1[C:7](=[O:8])[CH:6]=[CH:5][C:4]([C:9](=O)[CH2:10][CH:11]([C:19]2[CH:36]=[CH:35][C:22]([C:23]([N:25]3[CH2:30][CH2:29][CH:28]([CH2:31][C:32]([OH:34])=[O:33])[CH2:27][CH2:26]3)=[O:24])=[CH:21][CH:20]=2)[C:12]2[CH:17]=[CH:16][CH:15]=[CH:14][C:13]=2[CH3:18])=[CH:3]1.Cl.[NH2:39][OH:40].C([O-])(O)=O.[Na+]. (2) Given the product [CH3:11][C:3]1[CH:4]=[C:5]([CH:9]=[CH:10][C:2]=1[B:15]1[O:16][C:17]([CH3:19])([CH3:18])[C:13]([CH3:29])([CH3:12])[O:14]1)[C:6]([OH:8])=[O:7], predict the reactants needed to synthesize it. The reactants are: Br[C:2]1[CH:10]=[CH:9][C:5]([C:6]([OH:8])=[O:7])=[CH:4][C:3]=1[CH3:11].[CH3:12][C:13]1([CH3:29])[C:17]([CH3:19])([CH3:18])[O:16][B:15]([B:15]2[O:16][C:17]([CH3:19])([CH3:18])[C:13]([CH3:29])([CH3:12])[O:14]2)[O:14]1.ClCCl.C([O-])(=O)C.[K+]. (3) The reactants are: [C:1]([OH:5])(=[O:4])[CH2:2][CH3:3].[C:6]([O:25][CH2:26][CH3:27])(=[O:24])[CH2:7][CH2:8][CH2:9][CH2:10][CH2:11][CH2:12][CH2:13]/[CH:14]=[CH:15]\[CH2:16][CH2:17][CH2:18][CH2:19][CH2:20][CH2:21][CH2:22][CH3:23]. Given the product [C:1]([OH:5])(=[O:4])[CH2:2][CH3:3].[C:6]([O:25][CH2:26][CH3:27])(=[O:24])[CH2:7][CH2:8][CH2:9][CH2:10][CH2:11][CH2:12][CH2:13]/[CH:14]=[CH:15]\[CH2:16][CH2:17][CH2:18][CH2:19][CH2:20][CH2:21][CH2:22][CH3:23], predict the reactants needed to synthesize it. (4) Given the product [CH3:1][O:2][C@@:3]([CH3:10])([CH2:7][CH2:8][CH3:9])[CH2:4][OH:5], predict the reactants needed to synthesize it. The reactants are: [CH3:1][O:2][C@@:3]([CH3:10])([CH2:7][CH2:8][CH3:9])[C:4](O)=[O:5].CSC.B.[OH-].[Na+]. (5) Given the product [Cl:30][C:26]1[C:23]([CH:24]=[O:25])=[C:22]([N:9]2[C:10](=[O:20])[C:11]3=[CH:19][N:18]4[C:13]([CH2:14][CH2:15][CH2:16][CH2:17]4)=[C:12]3[CH:7]=[N:8]2)[N:29]=[CH:28][CH:27]=1, predict the reactants needed to synthesize it. The reactants are: C(=O)([O-])[O-].[K+].[K+].[CH:7]1[C:12]2=[C:13]3[N:18]([CH:19]=[C:11]2[C:10](=[O:20])[NH:9][N:8]=1)[CH2:17][CH2:16][CH2:15][CH2:14]3.Br[C:22]1[N:29]=[CH:28][CH:27]=[C:26]([Cl:30])[C:23]=1[CH:24]=[O:25].N(CC(O)=O)C.